From a dataset of Full USPTO retrosynthesis dataset with 1.9M reactions from patents (1976-2016). Predict the reactants needed to synthesize the given product. (1) Given the product [CH3:20][O:21][C:22]1[C:23]([C:35]2[CH:40]=[CH:39][CH:38]=[CH:37][CH:36]=2)=[N:24][C:25]2[C:30]([C:31]=1[C:32]1[O:33][C:50]([C:55]3[CH:60]=[CH:59][CH:58]=[CH:57][CH:56]=3)([CH2:51][CH2:52][CH3:53])[CH2:49][N:48]=1)=[CH:29][CH:28]=[CH:27][CH:26]=2, predict the reactants needed to synthesize it. The reactants are: C1(P(C2C=CC=CC=2)C2C=CC=CC=2)C=CC=CC=1.[CH3:20][O:21][C:22]1[C:23]([C:35]2[CH:40]=[CH:39][CH:38]=[CH:37][CH:36]=2)=[N:24][C:25]2[C:30]([C:31]=1[C:32](O)=[O:33])=[CH:29][CH:28]=[CH:27][CH:26]=2.C(N(CC)CC)C.[NH2:48][CH2:49][C:50]([C:55]1[CH:60]=[CH:59][CH:58]=[CH:57][CH:56]=1)(O)[CH2:51][CH2:52][CH3:53].C(Cl)(Cl)(Cl)Cl. (2) Given the product [CH3:8][N:9]1[C:10](=[O:11])[N:12]([CH2:13][C:14]2[CH:19]=[CH:18][CH:17]=[CH:16][C:15]=2[N+:20]([O-:22])=[O:21])[CH2:3][O:5][CH2:25]1, predict the reactants needed to synthesize it. The reactants are: FC(F)(F)[C:3]([OH:5])=O.[CH3:8][NH:9][C:10]([NH:12][CH2:13][C:14]1[CH:19]=[CH:18][CH:17]=[CH:16][C:15]=1[N+:20]([O-:22])=[O:21])=[O:11].C=O.[CH:25](Cl)(Cl)Cl. (3) Given the product [F:20][C:21]1[CH:22]=[CH:23][C:24]([C:27]2[CH:28]=[C:29]([CH2:30][N:4]3[CH2:3][CH2:2][N:1]([C:7]4[CH:8]=[CH:9][C:10]5[N:11]([C:13]([C:16]([F:17])([F:18])[F:19])=[N:14][N:15]=5)[N:12]=4)[CH2:6][CH2:5]3)[CH:32]=[CH:33][CH:34]=2)=[CH:25][CH:26]=1, predict the reactants needed to synthesize it. The reactants are: [N:1]1([C:7]2[CH:8]=[CH:9][C:10]3[N:11]([C:13]([C:16]([F:19])([F:18])[F:17])=[N:14][N:15]=3)[N:12]=2)[CH2:6][CH2:5][NH:4][CH2:3][CH2:2]1.[F:20][C:21]1[CH:26]=[CH:25][C:24]([C:27]2[CH:28]=[C:29]([CH:32]=[CH:33][CH:34]=2)[CH:30]=O)=[CH:23][CH:22]=1.